This data is from Forward reaction prediction with 1.9M reactions from USPTO patents (1976-2016). The task is: Predict the product of the given reaction. (1) Given the reactants [CH3:1][O:2][C:3](=[O:37])[CH:4]([NH:16][C:17](=[O:36])[CH:18]([NH:23][S:24]([C:27]1[CH:32]=[CH:31][CH:30]=[CH:29][C:28]=1[N+:33]([O-:35])=[O:34])(=[O:26])=[O:25])[CH2:19][CH:20]1[CH2:22][CH2:21]1)[CH2:5][C:6]1[CH:15]=[CH:14][C:13]2[C:8](=[CH:9][CH:10]=[CH:11][CH:12]=2)[CH:7]=1.Br[CH2:39][CH2:40]Br.C(=O)([O-])[O-].[K+].[K+], predict the reaction product. The product is: [CH3:1][O:2][C:3](=[O:37])[CH:4]([N:16]1[CH2:40][CH2:39][N:23]([S:24]([C:27]2[CH:32]=[CH:31][CH:30]=[CH:29][C:28]=2[N+:33]([O-:35])=[O:34])(=[O:25])=[O:26])[CH:18]([CH2:19][CH:20]2[CH2:21][CH2:22]2)[C:17]1=[O:36])[CH2:5][C:6]1[CH:15]=[CH:14][C:13]2[C:8](=[CH:9][CH:10]=[CH:11][CH:12]=2)[CH:7]=1. (2) Given the reactants [F:1][C:2]1[CH:7]=[CH:6][C:5]([N:8]2[C:16]3[C:11](=[CH:12][C:13]([S:17][C@H:18]([C:31]4[CH:36]=[CH:35][CH:34]=[CH:33][CH:32]=4)[C@@H:19]([NH:21]S(CC[Si](C)(C)C)(=O)=O)[CH3:20])=[CH:14][CH:15]=3)[CH:10]=[N:9]2)=[CH:4][CH:3]=1.CN(C=O)C, predict the reaction product. The product is: [F:1][C:2]1[CH:7]=[CH:6][C:5]([N:8]2[C:16]3[C:11](=[CH:12][C:13]([S:17][C@H:18]([C:31]4[CH:32]=[CH:33][CH:34]=[CH:35][CH:36]=4)[C@@H:19]([NH2:21])[CH3:20])=[CH:14][CH:15]=3)[CH:10]=[N:9]2)=[CH:4][CH:3]=1. (3) Given the reactants Br[C:2]1[C:3]([CH3:19])=[C:4]([NH:8][C:9](=[O:18])[CH2:10][C:11]2[C:16]([Cl:17])=[CH:15][CH:14]=[CH:13][N:12]=2)[CH:5]=[CH:6][CH:7]=1.[CH3:20][C:21]1([CH3:37])[C:25]([CH3:27])([CH3:26])[O:24][B:23]([B:23]2[O:24][C:25]([CH3:27])([CH3:26])[C:21]([CH3:37])([CH3:20])[O:22]2)[O:22]1.C([O-])(=O)C.[K+], predict the reaction product. The product is: [Cl:17][C:16]1[C:11]([CH2:10][C:9]([NH:8][C:4]2[CH:5]=[CH:6][CH:7]=[C:2]([B:23]3[O:24][C:25]([CH3:27])([CH3:26])[C:21]([CH3:37])([CH3:20])[O:22]3)[C:3]=2[CH3:19])=[O:18])=[N:12][CH:13]=[CH:14][CH:15]=1. (4) Given the reactants CO[C:3]([C:5]1[N:6]([CH2:31][CH:32]=[O:33])[CH:7]=[C:8]([C:20](=[O:30])[NH:21][CH2:22][C:23]2[CH:28]=[CH:27][C:26]([F:29])=[CH:25][CH:24]=2)[C:9](=[O:19])[C:10]=1[O:11][CH2:12][C:13]1[CH:18]=[CH:17][CH:16]=[CH:15][CH:14]=1)=[O:4].[NH2:34][C@H:35]([CH2:40]O)[C:36]([CH3:39])([CH3:38])[CH3:37].C(O)(=O)C, predict the reaction product. The product is: [CH3:37][C:36]([C@@H:35]1[N:34]2[C:3](=[O:4])[C:5]3[N:6]([CH:7]=[C:8]([C:20]([NH:21][CH2:22][C:23]4[CH:28]=[CH:27][C:26]([F:29])=[CH:25][CH:24]=4)=[O:30])[C:9](=[O:19])[C:10]=3[O:11][CH2:12][C:13]3[CH:18]=[CH:17][CH:16]=[CH:15][CH:14]=3)[CH2:31][C@H:32]2[O:33][CH2:40]1)([CH3:39])[CH3:38]. (5) Given the reactants [S:1]1[C:9]2[C:4](=[N:5][CH:6]=[CH:7][CH:8]=2)[CH:3]=[C:2]1[C:10]([OH:12])=O.CN(C(ON1N=[N:28][C:23]2[CH:24]=[CH:25][CH:26]=[N:27][C:22]1=2)=[N+](C)C)C.F[P-](F)(F)(F)(F)F.[CH:37](N(CC)C(C)C)(C)[CH3:38], predict the reaction product. The product is: [N:27]12[CH2:26][CH2:25][CH:24]([CH2:37][CH2:38]1)[C@@H:23]([NH:28][C:10]([C:2]1[S:1][C:9]3[C:4](=[N:5][CH:6]=[CH:7][CH:8]=3)[CH:3]=1)=[O:12])[CH2:22]2. (6) Given the reactants [CH:1]1([CH2:4][O:5][C:6]2[CH:7]=[C:8]([CH2:15][C:16]([O:18][CH2:19][CH3:20])=[O:17])[CH:9]=[CH:10][C:11]=2[N+:12]([O-:14])=[O:13])[CH2:3][CH2:2]1.[H-].[Na+].[CH:23]1([CH2:26]Br)[CH2:25][CH2:24]1.[NH4+].[Cl-], predict the reaction product. The product is: [CH:23]1([CH2:26][CH:15]([C:8]2[CH:9]=[CH:10][C:11]([N+:12]([O-:14])=[O:13])=[C:6]([O:5][CH2:4][CH:1]3[CH2:2][CH2:3]3)[CH:7]=2)[C:16]([O:18][CH2:19][CH3:20])=[O:17])[CH2:25][CH2:24]1. (7) Given the reactants [CH:1]1([C:4]2[CH:5]=[C:6]([C:20]([O:22]CC)=[O:21])[C:7]3[C:12]([CH3:13])=[N:11][N:10]([CH:14]4[CH2:19][CH2:18][CH2:17][CH2:16][CH2:15]4)[C:8]=3[N:9]=2)[CH2:3][CH2:2]1.[OH-].[Na+], predict the reaction product. The product is: [CH:14]1([N:10]2[C:8]3[N:9]=[C:4]([CH:1]4[CH2:2][CH2:3]4)[CH:5]=[C:6]([C:20]([OH:22])=[O:21])[C:7]=3[C:12]([CH3:13])=[N:11]2)[CH2:15][CH2:16][CH2:17][CH2:18][CH2:19]1.